Dataset: Forward reaction prediction with 1.9M reactions from USPTO patents (1976-2016). Task: Predict the product of the given reaction. (1) Given the reactants [Cl:1][C:2]1[CH:7]=[CH:6][C:5]([C:8]2[N:9]([CH2:14][C:15]3[CH:20]=[CH:19][C:18]([O:21][CH3:22])=[CH:17][CH:16]=3)[C:10](=[O:13])[NH:11][N:12]=2)=[CH:4][CH:3]=1.C(=O)([O-])[O-].[Cs+].[Cs+].[NH:29]1[C:33]([S:34](Cl)(=[O:36])=[O:35])=[N:32][CH:31]=[N:30]1, predict the reaction product. The product is: [Cl:1][C:2]1[CH:7]=[CH:6][C:5]([C:8]2[N:9]([CH2:14][C:15]3[CH:20]=[CH:19][C:18]([O:21][CH3:22])=[CH:17][CH:16]=3)[C:10](=[O:13])[N:11]([S:34]([C:33]3[NH:29][N:30]=[CH:31][N:32]=3)(=[O:36])=[O:35])[N:12]=2)=[CH:4][CH:3]=1. (2) Given the reactants I[C:2]1[CH:11]=[C:10]2[C:5]([N:6]=[C:7]([O:19][CH:20]([C:25]3[CH:26]=[N:27][CH:28]=[CH:29][CH:30]=3)[C:21]([F:24])([F:23])[F:22])[C:8]([NH:12][S:13]([CH2:16][CH2:17][CH3:18])(=[O:15])=[O:14])=[N:9]2)=[CH:4][CH:3]=1.O.C[C:33]([N:35](C)C)=O, predict the reaction product. The product is: [C:33]([C:2]1[CH:11]=[C:10]2[C:5]([N:6]=[C:7]([O:19][CH:20]([C:25]3[CH:26]=[N:27][CH:28]=[CH:29][CH:30]=3)[C:21]([F:24])([F:22])[F:23])[C:8]([NH:12][S:13]([CH2:16][CH2:17][CH3:18])(=[O:14])=[O:15])=[N:9]2)=[CH:4][CH:3]=1)#[N:35]. (3) The product is: [F:21][C:16]1[CH:17]=[CH:18][CH:19]=[CH:20][C:15]=1[N:7]1[C:8]2[CH:14]=[CH:13][CH:12]=[CH:11][C:9]=2[CH2:10][N:5]([CH2:4][CH2:3][CH2:2][NH:27][CH:24]2[CH2:26][CH2:25]2)[S:6]1(=[O:23])=[O:22]. Given the reactants Br[CH2:2][CH2:3][CH2:4][N:5]1[CH2:10][C:9]2[CH:11]=[CH:12][CH:13]=[CH:14][C:8]=2[N:7]([C:15]2[CH:20]=[CH:19][CH:18]=[CH:17][C:16]=2[F:21])[S:6]1(=[O:23])=[O:22].[CH:24]1([NH2:27])[CH2:26][CH2:25]1.Cl, predict the reaction product.